From a dataset of Catalyst prediction with 721,799 reactions and 888 catalyst types from USPTO. Predict which catalyst facilitates the given reaction. (1) Reactant: [Cl:1][C:2]1[CH:7]=[CH:6][C:5]([S:8]([NH:11][C:12]2[C:13]([C:19]3[N:20]([CH:29]([CH3:31])[CH3:30])[C:21]([C:24]([O:26]CC)=O)=[N:22][N:23]=3)=[N:14][CH:15]=[C:16]([Cl:18])[CH:17]=2)(=[O:10])=[O:9])=[CH:4][C:3]=1[C:32]([F:35])([F:34])[F:33].C1COCC1.[NH4+:41].[OH-]. Product: [Cl:1][C:2]1[CH:7]=[CH:6][C:5]([S:8]([NH:11][C:12]2[C:13]([C:19]3[N:20]([CH:29]([CH3:30])[CH3:31])[C:21]([C:24]([NH2:41])=[O:26])=[N:22][N:23]=3)=[N:14][CH:15]=[C:16]([Cl:18])[CH:17]=2)(=[O:10])=[O:9])=[CH:4][C:3]=1[C:32]([F:34])([F:35])[F:33]. The catalyst class is: 25. (2) Reactant: [N+:1]([C:4]1[CH:5]=[N:6][CH:7]=[CH:8][C:9]=1O)([O-:3])=[O:2].P(Cl)(Cl)([Cl:13])=O. Product: [Cl:13][C:9]1[CH:8]=[CH:7][N:6]=[CH:5][C:4]=1[N+:1]([O-:3])=[O:2]. The catalyst class is: 11. (3) Reactant: [CH2:1]([N:3]1[C:11]2[C:6](=[CH:7][CH:8]=[CH:9][CH:10]=2)[CH2:5][C:4]1=[O:12])[CH3:2].[N+:13]([O-])([O-:15])=[O:14].[Na+]. Product: [CH2:1]([N:3]1[C:11]2[C:6](=[CH:7][C:8]([N+:13]([O-:15])=[O:14])=[CH:9][CH:10]=2)[CH2:5][C:4]1=[O:12])[CH3:2]. The catalyst class is: 55.